From a dataset of Forward reaction prediction with 1.9M reactions from USPTO patents (1976-2016). Predict the product of the given reaction. (1) The product is: [C:3]([O:7][C:8]([N:10]([CH3:52])[S:11]([N:14]1[CH2:19][CH2:18][N:17]([CH2:20][CH2:21][CH2:22][CH:23]2[CH2:30][N:29]3[C:31]4[CH:32]=[C:33]([C:44]([OH:46])=[O:45])[CH:34]=[CH:35][C:36]=4[C:37]([CH:38]4[CH2:43][CH2:42][CH2:41][CH2:40][CH2:39]4)=[C:28]3[C:27]3[CH:48]=[CH:49][CH:50]=[CH:51][C:26]=3[O:25][CH2:24]2)[CH2:16][CH2:15]1)(=[O:13])=[O:12])=[O:9])([CH3:6])([CH3:5])[CH3:4]. Given the reactants [OH-].[Na+].[C:3]([O:7][C:8]([N:10]([CH3:52])[S:11]([N:14]1[CH2:19][CH2:18][N:17]([CH2:20][CH2:21][CH2:22][CH:23]2[CH2:30][N:29]3[C:31]4[CH:32]=[C:33]([C:44]([O:46]C)=[O:45])[CH:34]=[CH:35][C:36]=4[C:37]([CH:38]4[CH2:43][CH2:42][CH2:41][CH2:40][CH2:39]4)=[C:28]3[C:27]3[CH:48]=[CH:49][CH:50]=[CH:51][C:26]=3[O:25][CH2:24]2)[CH2:16][CH2:15]1)(=[O:13])=[O:12])=[O:9])([CH3:6])([CH3:5])[CH3:4], predict the reaction product. (2) Given the reactants [NH2:1][C:2]1[CH:7]=[CH:6][CH:5]=[CH:4][C:3]=1[S:8]([NH2:11])(=[O:10])=[O:9].[CH3:12][O:13][C:14]1[CH:15]=[C:16](/[CH:22]=[CH:23]/[C:24](O)=O)[CH:17]=[CH:18][C:19]=1[O:20][CH3:21].CN(C(ON1N=NC2C=CC=CC1=2)=[N+](C)C)C.F[P-](F)(F)(F)(F)F.CCN(CC)CC, predict the reaction product. The product is: [CH3:12][O:13][C:14]1[CH:15]=[C:16](/[CH:22]=[CH:23]/[C:24]2[NH:1][C:2]3[CH:7]=[CH:6][CH:5]=[CH:4][C:3]=3[S:8](=[O:9])(=[O:10])[N:11]=2)[CH:17]=[CH:18][C:19]=1[O:20][CH3:21].